This data is from Full USPTO retrosynthesis dataset with 1.9M reactions from patents (1976-2016). The task is: Predict the reactants needed to synthesize the given product. Given the product [CH3:1][O:2][C:3](=[O:23])[CH2:4][C:5]1[CH:6]=[N:7][CH:8]=[C:9]([C:11]2[CH:16]=[CH:15][C:14]([C:17]([F:18])([F:20])[F:19])=[CH:13][C:12]=2[CH2:21][NH:26][CH2:24][CH3:25])[CH:10]=1, predict the reactants needed to synthesize it. The reactants are: [CH3:1][O:2][C:3](=[O:23])[CH2:4][C:5]1[CH:6]=[N:7][CH:8]=[C:9]([C:11]2[CH:16]=[CH:15][C:14]([C:17]([F:20])([F:19])[F:18])=[CH:13][C:12]=2[CH:21]=O)[CH:10]=1.[CH2:24]([NH2:26])[CH3:25].